This data is from Full USPTO retrosynthesis dataset with 1.9M reactions from patents (1976-2016). The task is: Predict the reactants needed to synthesize the given product. Given the product [CH:1]1([CH2:5][NH:6][C:7]([C:9]2[C:10]([NH:20][C:21]([C:23]3[C:32]4[C:27](=[CH:28][CH:29]=[CH:30][CH:31]=4)[C:26]([CH2:33][N:34]4[CH:38]=[CH:37][N:36]=[N:35]4)=[CH:25][CH:24]=3)=[O:22])=[CH:11][CH:12]=[C:13]([O:15][CH2:16][C:17]([N:41]([CH3:42])[CH3:40])=[O:19])[N:14]=2)=[O:8])[CH2:4][CH2:3][CH2:2]1, predict the reactants needed to synthesize it. The reactants are: [CH:1]1([CH2:5][NH:6][C:7]([C:9]2[N:14]=[C:13]([O:15][CH2:16][C:17]([OH:19])=O)[CH:12]=[CH:11][C:10]=2[NH:20][C:21]([C:23]2[C:32]3[C:27](=[CH:28][CH:29]=[CH:30][CH:31]=3)[C:26]([CH2:33][N:34]3[CH:38]=[CH:37][N:36]=[N:35]3)=[CH:25][CH:24]=2)=[O:22])=[O:8])[CH2:4][CH2:3][CH2:2]1.Cl.[CH3:40][NH:41][CH3:42].